This data is from Forward reaction prediction with 1.9M reactions from USPTO patents (1976-2016). The task is: Predict the product of the given reaction. (1) Given the reactants ClC1C=CC(OC2C=CC(NC3OC(C(NC4C=CC(N5CCC(C(O)=O)CC5)=NC=4)=O)=NN=3)=CC=2)=CC=1.[Cl:39][C:40]1[CH:78]=[CH:77][C:43]([O:44][C:45]2[CH:50]=[CH:49][C:48]([NH:51][C:52]3[O:56][C:55]([C:57]([NH:59][C:60]4[CH:61]=[CH:62][C:63]([N:66]5[CH2:71][CH2:70][CH:69]([CH2:72][C:73]([O:75]C)=[O:74])[CH2:68][CH2:67]5)=[N:64][CH:65]=4)=[O:58])=[N:54][N:53]=3)=[CH:47][CH:46]=2)=[CH:42][CH:41]=1, predict the reaction product. The product is: [Cl:39][C:40]1[CH:41]=[CH:42][C:43]([O:44][C:45]2[CH:46]=[CH:47][C:48]([NH:51][C:52]3[O:56][C:55]([C:57]([NH:59][C:60]4[CH:61]=[CH:62][C:63]([N:66]5[CH2:71][CH2:70][CH:69]([CH2:72][C:73]([OH:75])=[O:74])[CH2:68][CH2:67]5)=[N:64][CH:65]=4)=[O:58])=[N:54][N:53]=3)=[CH:49][CH:50]=2)=[CH:77][CH:78]=1. (2) Given the reactants [CH3:1][O:2][C:3]1[CH:4]=[C:5]2[C:9](=[N:10][CH:11]=1)[NH:8][CH:7]=[CH:6]2.[H-].[Na+].[C:14]1([S:20](Cl)(=[O:22])=[O:21])[CH:19]=[CH:18][CH:17]=[CH:16][CH:15]=1, predict the reaction product. The product is: [C:14]1([S:20]([N:8]2[C:9]3[C:5](=[CH:4][C:3]([O:2][CH3:1])=[CH:11][N:10]=3)[CH:6]=[CH:7]2)(=[O:22])=[O:21])[CH:19]=[CH:18][CH:17]=[CH:16][CH:15]=1. (3) Given the reactants [CH:1]1([NH2:7])[CH2:6][CH2:5][CH2:4][CH2:3][CH2:2]1.[Cl:8][CH2:9][CH2:10][CH2:11][CH2:12][C:13](Cl)=[O:14], predict the reaction product. The product is: [CH:1]1([NH:7][C:13](=[O:14])[CH2:12][CH2:11][CH2:10][CH2:9][Cl:8])[CH2:6][CH2:5][CH2:4][CH2:3][CH2:2]1. (4) Given the reactants [CH3:1][O:2][C:3](=[O:18])[C:4]1[C:9]([NH:10][CH:11]([CH2:14][CH3:15])[CH2:12][CH3:13])=[CH:8][C:7]([CH3:16])=[N:6][C:5]=1Cl.[CH3:19][C:20]1[CH:28]=[CH:27][CH:26]=[CH:25][C:21]=1N(C)C.[C:29](=O)([O-])[O-].[K+].[K+].C[N:36]([CH:38]=O)C, predict the reaction product. The product is: [CH3:1][O:2][C:3](=[O:18])[C:4]1[C:9]([NH:10][CH:11]([CH2:14][CH3:15])[CH2:12][CH3:13])=[CH:8][C:7]([CH3:16])=[N:6][C:5]=1[NH:36][C:38]1[C:25]([CH3:21])=[CH:26][C:27]([CH3:29])=[CH:28][C:20]=1[CH3:19]. (5) Given the reactants [Cl:1][C:2]1[CH:7]=[CH:6][C:5]([C:8]2[N:12]([CH2:13][C:14]3[CH:19]=[CH:18][CH:17]=[C:16]([F:20])[CH:15]=3)[C:11](=[O:21])[N:10]([CH2:22][C:23]([O:25]C)=[O:24])[N:9]=2)=[C:4]([O:27][CH3:28])[CH:3]=1.[OH-].[Li+].O, predict the reaction product. The product is: [Cl:1][C:2]1[CH:7]=[CH:6][C:5]([C:8]2[N:12]([CH2:13][C:14]3[CH:19]=[CH:18][CH:17]=[C:16]([F:20])[CH:15]=3)[C:11](=[O:21])[N:10]([CH2:22][C:23]([OH:25])=[O:24])[N:9]=2)=[C:4]([O:27][CH3:28])[CH:3]=1. (6) Given the reactants [CH3:1][C:2]([CH3:26])([CH3:25])[CH2:3][NH:4][C:5]1[N:10]=[C:9]([NH:11][CH3:12])[N:8]=[C:7]([NH:13][C:14]2[CH:15]=[C:16]([CH:21]=[CH:22][C:23]=2[CH3:24])[C:17]([NH:19][CH3:20])=[O:18])[CH:6]=1.C(=O)(O)[O-].[Na+].[Br:32]Br, predict the reaction product. The product is: [Br:32][C:6]1[C:7]([NH:13][C:14]2[CH:15]=[C:16]([CH:21]=[CH:22][C:23]=2[CH3:24])[C:17]([NH:19][CH3:20])=[O:18])=[N:8][C:9]([NH:11][CH3:12])=[N:10][C:5]=1[NH:4][CH2:3][C:2]([CH3:26])([CH3:25])[CH3:1].